This data is from Reaction yield outcomes from USPTO patents with 853,638 reactions. The task is: Predict the reaction yield, written as a fraction of the theoretical maximum amount of product (1.0 means a 100% yield; for example, 0.34 means a 34% yield). (1) The reactants are [CH3:1][C:2]1[CH:3]=[C:4]([CH:7]=[CH:8][C:9]=1[N+:10]([O-:12])=[O:11])[CH:5]=O.[NH2:13][C:14]1[CH:29]=[CH:28][CH:27]=[CH:26][C:15]=1[C:16]([NH:18][C:19]1[CH:24]=[CH:23][C:22]([Br:25])=[CH:21][CH:20]=1)=[O:17]. The catalyst is CCO. The product is [Br:25][C:22]1[CH:23]=[CH:24][C:19]([N:18]2[C:16](=[O:17])[C:15]3[C:14](=[CH:29][CH:28]=[CH:27][CH:26]=3)[N:13]=[C:5]2[C:4]2[CH:7]=[CH:8][C:9]([N+:10]([O-:12])=[O:11])=[C:2]([CH3:1])[CH:3]=2)=[CH:20][CH:21]=1. The yield is 0.620. (2) The reactants are [CH3:1][O:2][C:3]1[CH:8]=[CH:7][CH:6]=[C:5]([NH2:9])[CH:4]=1.[CH3:10][C:11]1([CH3:19])[O:16][C:15](=[O:17])[CH2:14][C:13](=[O:18])[O:12]1.[CH2:20](OC(OCC)OCC)C. The yield is 0.890. The product is [CH3:1][O:2][C:3]1[CH:4]=[C:5]([NH:9][CH:20]=[C:14]2[C:15](=[O:17])[O:16][C:11]([CH3:19])([CH3:10])[O:12][C:13]2=[O:18])[CH:6]=[CH:7][CH:8]=1. The catalyst is C(O)C. (3) The reactants are Br[C:2]1[CH:7]=[CH:6][CH:5]=[CH:4][N:3]=1.[CH2:8]([OH:13])[CH2:9][CH2:10][C:11]#[CH:12]. No catalyst specified. The product is [N:3]1[CH:4]=[CH:5][CH:6]=[CH:7][C:2]=1[C:12]#[C:11][CH2:10][CH2:9][CH2:8][OH:13]. The yield is 0.880. (4) The reactants are N([O-])=O.[Na+].[NH2:5][C:6]1[CH:11]=[CH:10][CH:9]=C[CH:7]=1.S(=O)(=O)(O)O.[I-:17].[K+].[CH:19]([Cl:22])(Cl)Cl. The catalyst is O. The product is [Cl:22][C:19]1[CH:9]=[CH:10][C:11]([I:17])=[C:6]([N:5]2[CH2:10][CH2:11][CH2:6][CH2:7]2)[CH:7]=1. The yield is 0.600. (5) The yield is 0.310. The catalyst is C(O)(C(F)(F)F)=O. The product is [CH:25]([N:24]1[C:20]([C:18]2[N:19]=[C:12]3[C:11]4[CH:29]=[N:30][C:8]([NH2:7])=[CH:9][C:10]=4[O:16][CH2:15][CH2:14][N:13]3[CH:17]=2)=[N:21][C:22]([CH3:28])=[N:23]1)([CH3:27])[CH3:26]. The reactants are COC1C=C(C=CC=1OC)C[NH:7][C:8]1[N:30]=[CH:29][C:11]2[C:12]3[N:13]([CH:17]=[C:18]([C:20]4[N:24]([CH:25]([CH3:27])[CH3:26])[N:23]=[C:22]([CH3:28])[N:21]=4)[N:19]=3)[CH2:14][CH2:15][O:16][C:10]=2[CH:9]=1. (6) The reactants are [Cl:1][C:2]1[C:7]2[NH:8][C:9]([C:11]3[CH2:15][C:14]4([CH2:20][CH2:19][CH2:18][CH2:17][CH2:16]4)[O:13][N:12]=3)=[N:10][C:6]=2[CH:5]=[C:4]([C:21]2[CH:26]=[CH:25][CH:24]=[CH:23][C:22]=2[C:27]([F:30])([F:29])[F:28])[CH:3]=1.Cl. The catalyst is CCOC(C)=O. The product is [ClH:1].[Cl:1][C:2]1[C:7]2[NH:8][C:9]([C:11]3[CH2:15][C:14]4([CH2:20][CH2:19][CH2:18][CH2:17][CH2:16]4)[O:13][N:12]=3)=[N:10][C:6]=2[CH:5]=[C:4]([C:21]2[CH:26]=[CH:25][CH:24]=[CH:23][C:22]=2[C:27]([F:30])([F:29])[F:28])[CH:3]=1. The yield is 0.940. (7) The reactants are C(OC(=O)[NH:7][CH:8]([CH2:28][C:29]1[CH:34]=[CH:33][C:32]([Cl:35])=[CH:31][CH:30]=1)[C:9]([N:11]1[CH2:16][CH2:15][N:14]([C:17]2[C:18]3[S:25][C:24]([C:26]#[N:27])=[CH:23][C:19]=3[N:20]=[CH:21][N:22]=2)[CH2:13][CH2:12]1)=[O:10])(C)(C)C.[ClH:37]. The catalyst is C(Cl)Cl.O1CCOCC1. The product is [ClH:35].[ClH:37].[NH2:7][CH:8]([CH2:28][C:29]1[CH:30]=[CH:31][C:32]([Cl:35])=[CH:33][CH:34]=1)[C:9]([N:11]1[CH2:12][CH2:13][N:14]([C:17]2[C:18]3[S:25][C:24]([C:26]#[N:27])=[CH:23][C:19]=3[N:20]=[CH:21][N:22]=2)[CH2:15][CH2:16]1)=[O:10]. The yield is 0.440. (8) The reactants are S(Cl)([Cl:4])(=O)=O.[CH2:6]([O:8][C:9](=[O:26])[CH2:10][C:11](=[O:25])[CH2:12][CH2:13][NH:14][C:15]([O:17][CH2:18][C:19]1[CH:24]=[CH:23][CH:22]=[CH:21][CH:20]=1)=[O:16])[CH3:7].C([O-])(O)=O.[Na+]. The product is [CH2:6]([O:8][C:9](=[O:26])[CH:10]([Cl:4])[C:11](=[O:25])[CH2:12][CH2:13][NH:14][C:15]([O:17][CH2:18][C:19]1[CH:24]=[CH:23][CH:22]=[CH:21][CH:20]=1)=[O:16])[CH3:7]. The yield is 0.560. The catalyst is C(Cl)Cl.